From a dataset of NCI-60 drug combinations with 297,098 pairs across 59 cell lines. Regression. Given two drug SMILES strings and cell line genomic features, predict the synergy score measuring deviation from expected non-interaction effect. (1) Drug 1: C1CCN(CC1)CCOC2=CC=C(C=C2)C(=O)C3=C(SC4=C3C=CC(=C4)O)C5=CC=C(C=C5)O. Drug 2: CCC(=C(C1=CC=CC=C1)C2=CC=C(C=C2)OCCN(C)C)C3=CC=CC=C3.C(C(=O)O)C(CC(=O)O)(C(=O)O)O. Cell line: SN12C. Synergy scores: CSS=5.07, Synergy_ZIP=1.24, Synergy_Bliss=4.21, Synergy_Loewe=3.62, Synergy_HSA=3.62. (2) Drug 1: C1CCC(CC1)NC(=O)N(CCCl)N=O. Drug 2: CC1CCC2CC(C(=CC=CC=CC(CC(C(=O)C(C(C(=CC(C(=O)CC(OC(=O)C3CCCCN3C(=O)C(=O)C1(O2)O)C(C)CC4CCC(C(C4)OC)O)C)C)O)OC)C)C)C)OC. Cell line: SF-539. Synergy scores: CSS=18.1, Synergy_ZIP=-12.7, Synergy_Bliss=-5.82, Synergy_Loewe=-4.71, Synergy_HSA=-3.14. (3) Drug 1: CC1=C2C(C(=O)C3(C(CC4C(C3C(C(C2(C)C)(CC1OC(=O)C(C(C5=CC=CC=C5)NC(=O)OC(C)(C)C)O)O)OC(=O)C6=CC=CC=C6)(CO4)OC(=O)C)OC)C)OC. Drug 2: CN(C(=O)NC(C=O)C(C(C(CO)O)O)O)N=O. Cell line: SF-268. Synergy scores: CSS=18.2, Synergy_ZIP=-5.20, Synergy_Bliss=-10.8, Synergy_Loewe=-18.2, Synergy_HSA=-9.39.